Task: Predict the product of the given reaction.. Dataset: Forward reaction prediction with 1.9M reactions from USPTO patents (1976-2016) (1) The product is: [CH2:1]([O:4][CH:5]([O:8][CH:9]([O:15][CH2:13][CH3:14])[CH3:10])[CH3:6])[CH3:2]. Given the reactants [CH2:1]([O:4][CH2:5][CH2:6]Cl)[CH2:2]Cl.[O-:8][CH2:9][CH3:10].[Na+].[Na].[CH2:13]([OH:15])[CH3:14], predict the reaction product. (2) Given the reactants [Si:1]([O:8][CH2:9][C:10]([C:13]1[CH:18]=[CH:17][N:16]=[CH:15][CH:14]=1)([F:12])[F:11])([C:4]([CH3:7])([CH3:6])[CH3:5])([CH3:3])[CH3:2].[OH:19]O.O, predict the reaction product. The product is: [Si:1]([O:8][CH2:9][C:10]([C:13]1[CH:18]=[CH:17][N+:16]([O-:19])=[CH:15][CH:14]=1)([F:12])[F:11])([C:4]([CH3:7])([CH3:6])[CH3:5])([CH3:3])[CH3:2]. (3) Given the reactants O.[C:2]1([CH3:12])[CH:7]=[CH:6][C:5]([S:8]([OH:11])(=[O:10])=[O:9])=[CH:4][CH:3]=1.[Cl:13][C:14]1[C:15]([O:30][C:31]2[CH:36]=[C:35]([F:37])[C:34]([C:38]([F:41])([F:40])[F:39])=[CH:33][C:32]=2[C:42]2[CH:47]=[CH:46][N:45]=[N:44][CH:43]=2)=[CH:16][C:17]([F:29])=[C:18]([S:20]([NH:23][C:24]2[N:25]=[CH:26][S:27][CH:28]=2)(=[O:22])=[O:21])[CH:19]=1, predict the reaction product. The product is: [CH3:12][C:2]1[CH:3]=[CH:4][C:5]([S:8]([OH:11])(=[O:10])=[O:9])=[CH:6][CH:7]=1.[Cl:13][C:14]1[C:15]([O:30][C:31]2[CH:36]=[C:35]([F:37])[C:34]([C:38]([F:39])([F:40])[F:41])=[CH:33][C:32]=2[C:42]2[CH:47]=[CH:46][N:45]=[N:44][CH:43]=2)=[CH:16][C:17]([F:29])=[C:18]([S:20]([NH:23][C:24]2[N:25]=[CH:26][S:27][CH:28]=2)(=[O:22])=[O:21])[CH:19]=1. (4) Given the reactants [C:1]([N:4]1[CH2:9][CH2:8][CH:7]([CH2:10][C:11]([NH:13][C:14]2[CH:19]=[CH:18][C:17](Br)=[CH:16][CH:15]=2)=[O:12])[CH2:6][CH2:5]1)(=[O:3])[CH3:2].[CH3:21][C:22]1[CH:27]=[CH:26][CH:25]=[CH:24][C:23]=1B(O)O, predict the reaction product. The product is: [C:1]([N:4]1[CH2:9][CH2:8][CH:7]([CH2:10][C:11]([NH:13][C:14]2[CH:19]=[CH:18][C:17]([C:23]3[CH:24]=[CH:25][CH:26]=[CH:27][C:22]=3[CH3:21])=[CH:16][CH:15]=2)=[O:12])[CH2:6][CH2:5]1)(=[O:3])[CH3:2].